Predict the reaction yield, written as a fraction of the theoretical maximum amount of product (1.0 means a 100% yield; for example, 0.34 means a 34% yield). From a dataset of Reaction yield outcomes from USPTO patents with 853,638 reactions. (1) The reactants are [CH3:1][N:2]1[CH:7]=[C:6]([C:8](OCC)=[O:9])[C:5](=[O:13])[C:4]2[CH:14]=[C:15]([CH2:17][N:18]3[CH2:23][CH2:22][O:21][CH2:20][CH2:19]3)[S:16][C:3]1=2.[F:24][C:25]1[CH:32]=[CH:31][C:28]([CH2:29][NH2:30])=[CH:27][CH:26]=1. The catalyst is C1(C)C=CC=CC=1. The product is [F:24][C:25]1[CH:32]=[CH:31][C:28]([CH2:29][NH:30][C:8]([C:6]2[C:5](=[O:13])[C:4]3[CH:14]=[C:15]([CH2:17][N:18]4[CH2:19][CH2:20][O:21][CH2:22][CH2:23]4)[S:16][C:3]=3[N:2]([CH3:1])[CH:7]=2)=[O:9])=[CH:27][CH:26]=1. The yield is 0.500. (2) The reactants are FC(F)(F)S(O[C:7]1[CH:16]=[CH:15][C:14]2[CH2:13][CH2:12][CH2:11][C:10](=[O:17])[C:9]=2[CH:8]=1)(=O)=O.[CH2:20]([O:22][C:23]([C:25]1[CH:26]=[C:27](B(O)O)[CH:28]=[CH:29][CH:30]=1)=[O:24])[CH3:21]. No catalyst specified. The product is [O:17]=[C:10]1[C:9]2[CH:8]=[C:7]([C:29]3[CH:30]=[C:25]([CH:26]=[CH:27][CH:28]=3)[C:23]([O:22][CH2:20][CH3:21])=[O:24])[CH:16]=[CH:15][C:14]=2[CH2:13][CH2:12][CH2:11]1. The yield is 0.830. (3) The catalyst is CN(C=O)C. The reactants are C(O/[N:5]=[C:6](/[C:8]1[CH:9]=[C:10]([C:15]2([C:18]([O:20][CH3:21])=[O:19])[CH2:17][CH2:16]2)[CH:11]=[CH:12][C:13]=1[OH:14])\[CH3:7])(=O)C.N1C=CC=CC=1.O. The yield is 0.820. The product is [CH3:7][C:6]1[C:8]2[CH:9]=[C:10]([C:15]3([C:18]([O:20][CH3:21])=[O:19])[CH2:17][CH2:16]3)[CH:11]=[CH:12][C:13]=2[O:14][N:5]=1. (4) The reactants are [CH3:1][O:2][C:3](=[O:44])[CH2:4][CH2:5][CH2:6]/[CH:7]=[CH:8]\[CH2:9][C@H:10]1[C@@H:14]([OH:15])[CH2:13][C@@H:12]([O:16][Si:17]([C:20]([CH3:23])([CH3:22])[CH3:21])([CH3:19])[CH3:18])[C@@H:11]1/[CH:24]=[CH:25]/[C@@H:26]([O:36][Si:37]([C:40]([CH3:43])([CH3:42])[CH3:41])([CH3:39])[CH3:38])[CH2:27][CH2:28][C:29]1[S:30][C:31]([CH3:35])=[C:32]([Br:34])[CH:33]=1.C[N+]1([O-])CCOCC1. The catalyst is ClCCl.CCC[N+](CCC)(CCC)CCC.[O-][Ru](=O)(=O)=O. The product is [CH3:1][O:2][C:3](=[O:44])[CH2:4][CH2:5][CH2:6]/[CH:7]=[CH:8]\[CH2:9][C@H:10]1[C:14](=[O:15])[CH2:13][C@@H:12]([O:16][Si:17]([C:20]([CH3:22])([CH3:21])[CH3:23])([CH3:18])[CH3:19])[C@@H:11]1/[CH:24]=[CH:25]/[C@@H:26]([O:36][Si:37]([C:40]([CH3:43])([CH3:42])[CH3:41])([CH3:38])[CH3:39])[CH2:27][CH2:28][C:29]1[S:30][C:31]([CH3:35])=[C:32]([Br:34])[CH:33]=1. The yield is 0.840. (5) The reactants are [Br:1][C:2]1[CH:3]=[C:4]2[C:10]([C:11]3[CH:16]=[CH:15][C:14]([O:17]C4CCCCO4)=[CH:13][CH:12]=3)=[CH:9][N:8]([S:24]([C:27]3[CH:32]=[CH:31][C:30]([CH3:33])=[CH:29][CH:28]=3)(=[O:26])=[O:25])[C:5]2=[N:6][CH:7]=1.C1(S)C=CC=CC=1.Cl. The catalyst is ClCCl.CCOCC. The product is [Br:1][C:2]1[CH:3]=[C:4]2[C:10]([C:11]3[CH:16]=[CH:15][C:14]([OH:17])=[CH:13][CH:12]=3)=[CH:9][N:8]([S:24]([C:27]3[CH:32]=[CH:31][C:30]([CH3:33])=[CH:29][CH:28]=3)(=[O:25])=[O:26])[C:5]2=[N:6][CH:7]=1. The yield is 0.810.